Task: Predict the reactants needed to synthesize the given product.. Dataset: Full USPTO retrosynthesis dataset with 1.9M reactions from patents (1976-2016) (1) Given the product [C:28]([O:31][C:32](=[O:33])[NH:9][C:5]1[S:6][CH2:7][CH2:8][C@@:3]([CH2:1][CH3:2])([C:10]2[CH:15]=[C:14]([N+:16]([O-:18])=[O:17])[CH:13]=[CH:12][C:11]=2[F:19])[N:4]=1)([CH3:30])([CH3:29])[CH3:27], predict the reactants needed to synthesize it. The reactants are: [CH2:1]([C@@:3]1([C:10]2[CH:15]=[C:14]([N+:16]([O-:18])=[O:17])[CH:13]=[CH:12][C:11]=2[F:19])[CH2:8][CH2:7][S:6][C:5]([NH2:9])=[N:4]1)[CH3:2].CCN(CC)CC.[CH3:27][C:28]([O:31][C:32](O[C:32]([O:31][C:28]([CH3:30])([CH3:29])[CH3:27])=[O:33])=[O:33])([CH3:30])[CH3:29]. (2) Given the product [CH:26]([O:29][C:30]1[C:35]([C:2]2[CH:7]=[CH:6][N:5]=[CH:4][C:3]=2[N:8]([CH3:25])[C:9](=[O:24])[C:10]2[CH:15]=[C:14]([C:16]([F:19])([F:18])[F:17])[CH:13]=[C:12]([C:20]([F:23])([F:22])[F:21])[CH:11]=2)=[CH:34][CH:33]=[CH:32][N:31]=1)([CH3:28])[CH3:27], predict the reactants needed to synthesize it. The reactants are: Br[C:2]1[CH:7]=[CH:6][N:5]=[CH:4][C:3]=1[N:8]([CH3:25])[C:9](=[O:24])[C:10]1[CH:15]=[C:14]([C:16]([F:19])([F:18])[F:17])[CH:13]=[C:12]([C:20]([F:23])([F:22])[F:21])[CH:11]=1.[CH:26]([O:29][C:30]1[C:35](B2OC(C)(C)C(C)(C)O2)=[CH:34][CH:33]=[CH:32][N:31]=1)([CH3:28])[CH3:27]. (3) Given the product [Br:1][C:2]1[CH:7]=[CH:6][C:5]([CH:8]2[C@H:13]([OH:14])[C@@H:12]([OH:15])[C@H:11]([OH:16])[C@@H:10]([CH2:17][OH:18])[O:9]2)=[CH:4][C:3]=1[CH2:21][C:22]1[CH:31]=[CH:30][C:25]2[O:26][CH2:27][CH2:28][O:29][C:24]=2[CH:23]=1, predict the reactants needed to synthesize it. The reactants are: [Br:1][C:2]1[CH:7]=[CH:6][C:5]([C:8]2(OC)[C@H:13]([OH:14])[C@@H:12]([OH:15])[C@H:11]([OH:16])[C@@H:10]([CH2:17][OH:18])[O:9]2)=[CH:4][C:3]=1[CH2:21][C:22]1[CH:31]=[CH:30][C:25]2[O:26][CH2:27][CH2:28][O:29][C:24]=2[CH:23]=1.C([SiH](CC)CC)C.B(F)(F)F. (4) The reactants are: [NH2:1][C@H:2]([C:8]([OH:10])=[O:9])[CH2:3][CH2:4][CH2:5][CH2:6][NH2:7]. Given the product [NH2:1][C@H:2]([C:8]([O-:10])=[O:9])[CH2:3][CH2:4][CH2:5][CH2:6][NH2:7].[NH2:1][C@H:2]([C:8]([OH:10])=[O:9])[CH2:3][CH2:4][CH2:5][CH2:6][NH2:7], predict the reactants needed to synthesize it. (5) Given the product [C:16]([C:11]1[CH:10]=[C:9]([C:3]2[CH:4]=[CH:5][C:6]([F:8])=[CH:7][C:2]=2[F:1])[CH:14]=[CH:13][C:12]=1[OH:15])([CH3:19])([CH3:18])[CH3:17], predict the reactants needed to synthesize it. The reactants are: [F:1][C:2]1[CH:7]=[C:6]([F:8])[CH:5]=[CH:4][C:3]=1[C:9]1[CH:14]=[CH:13][C:12]([OH:15])=[CH:11][CH:10]=1.[C:16](O)([CH3:19])([CH3:18])[CH3:17].C1(C)C=CC=CC=1.CCCCCCC.